This data is from Forward reaction prediction with 1.9M reactions from USPTO patents (1976-2016). The task is: Predict the product of the given reaction. (1) Given the reactants [ClH:1].[Na].Cl.[S:4]1[CH:8]=[CH:7][C:6]2[C:9]([N:13]3[CH2:18][CH2:17][N:16]([CH2:19][CH2:20][CH2:21][O:22][C:23]4[C:28]([CH3:29])=[CH:27][C:26]([NH:30][CH:31]=O)=[CH:25][C:24]=4[O:33][CH3:34])[CH2:15][CH2:14]3)=[CH:10][CH:11]=[CH:12][C:5]1=2.[H-].[Al+3].[Li+].[H-].[H-].[H-].[OH-].[Na+], predict the reaction product. The product is: [ClH:1].[CH3:31][NH:30][C:26]1[CH:27]=[C:28]([CH3:29])[C:23]([O:22][CH2:21][CH2:20][CH2:19][N:16]2[CH2:17][CH2:18][N:13]([C:9]3[C:6]4[CH:7]=[CH:8][S:4][C:5]=4[CH:12]=[CH:11][CH:10]=3)[CH2:14][CH2:15]2)=[C:24]([O:33][CH3:34])[CH:25]=1. (2) Given the reactants [H-].[Na+].[F:3][C:4]1[CH:5]=[CH:6][C:7]2[NH:12][C:11](=[O:13])[O:10][C:9](=[O:14])[C:8]=2[CH:15]=1.[CH3:16]I, predict the reaction product. The product is: [F:3][C:4]1[CH:5]=[CH:6][C:7]2[N:12]([CH3:16])[C:11](=[O:13])[O:10][C:9](=[O:14])[C:8]=2[CH:15]=1. (3) Given the reactants [CH:1]1([CH2:7][N:8]2[C:16]3[C:11](=[CH:12][CH:13]=[CH:14][C:15]=3[Cl:17])[C:10]([C:18]([NH:20][NH2:21])=[O:19])=[CH:9]2)[CH2:6][CH2:5][CH2:4][CH2:3][CH2:2]1.C(=O)([O-])[O-].[K+].[K+].[Cl:28][CH2:29][C:30](Cl)=[O:31].C(=O)(O)[O-].[Na+], predict the reaction product. The product is: [Cl:28][CH2:29][C:30]([N:20]([C:18]([C:10]1[C:11]2[C:16](=[C:15]([Cl:17])[CH:14]=[CH:13][CH:12]=2)[N:8]([CH2:7][CH:1]2[CH2:2][CH2:3][CH2:4][CH2:5][CH2:6]2)[CH:9]=1)=[O:19])[NH2:21])=[O:31].